From a dataset of Forward reaction prediction with 1.9M reactions from USPTO patents (1976-2016). Predict the product of the given reaction. (1) Given the reactants [CH3:1][CH:2]1[CH2:7][C:6](=[O:8])[CH:5]=[C:4](B2OC(C)(C)C(C)(C)O2)[CH2:3]1.C([O-])([O-])=O.[Na+].[Na+].Cl[C:25]1[CH:30]=[CH:29][N:28]=[CH:27][C:26]=1[N+:31]([O-:33])=[O:32], predict the reaction product. The product is: [CH3:1][CH:2]1[CH2:7][C:6](=[O:8])[CH:5]=[C:4]([C:25]2[CH:30]=[CH:29][N:28]=[CH:27][C:26]=2[N+:31]([O-:33])=[O:32])[CH2:3]1. (2) Given the reactants [CH:1]1([C:5]2[N:10]=[C:9]([CH:11](OC)[O:12]C)[CH:8]=[CH:7][N:6]=2)[CH2:4][CH2:3][CH2:2]1.C(=O)(O)[O-].[Na+], predict the reaction product. The product is: [CH:1]1([C:5]2[N:10]=[C:9]([CH:11]=[O:12])[CH:8]=[CH:7][N:6]=2)[CH2:2][CH2:3][CH2:4]1. (3) Given the reactants [CH3:1][O:2][C:3]1[CH:4]=[C:5]2[C:10](=[CH:11][C:12]=1[O:13][CH3:14])[N:9]=[CH:8][N:7]=[C:6]2[O:15][C:16]1[CH:17]=[C:18]([CH:20]=[CH:21][C:22]=1[F:23])[NH2:19].[F:24][C:25]([F:45])([F:44])[C:26]([C:29]1[O:33][N:32]=[C:31]([NH:34][C:35](=O)[O:36]C2C=CC=CC=2)[CH:30]=1)([CH3:28])[CH3:27], predict the reaction product. The product is: [CH3:1][O:2][C:3]1[CH:4]=[C:5]2[C:10](=[CH:11][C:12]=1[O:13][CH3:14])[N:9]=[CH:8][N:7]=[C:6]2[O:15][C:16]1[CH:17]=[C:18]([NH:19][C:35]([NH:34][C:31]2[CH:30]=[C:29]([C:26]([CH3:28])([CH3:27])[C:25]([F:45])([F:44])[F:24])[O:33][N:32]=2)=[O:36])[CH:20]=[CH:21][C:22]=1[F:23]. (4) Given the reactants [H-].[Na+].[CH3:3][C:4]1([OH:10])[CH2:9][CH2:8][CH2:7][O:6][CH2:5]1.[N:11]1[CH:16]=[CH:15][CH:14]=[CH:13][C:12]=1[O:17][C:18](=[O:26])[O:19][C:20]1[CH:25]=[CH:24][CH:23]=[CH:22][N:21]=1, predict the reaction product. The product is: [C:18](=[O:19])([O:17][C:12]1[CH:13]=[CH:14][CH:15]=[CH:16][N:11]=1)[O:10][C:4]1([CH3:3])[CH2:9][CH2:8][CH2:7][O:6][CH2:5]1.[C:18](=[O:26])([O-:17])[O:19][C:20]1[C:25]([C:4]2([CH3:3])[CH2:9][CH2:8][CH2:7][O:6][CH2:5]2)=[CH:24][CH:23]=[CH:22][N:21]=1. (5) Given the reactants [Br:1][C:2]1[CH:3]=[C:4]([CH:9]=[CH:10][CH:11]=1)[C:5](=O)[CH2:6]Br.[NH2:12][C:13]1[CH:18]=[CH:17][CH:16]=[CH:15][N:14]=1.C(=O)([O-])O.[Na+], predict the reaction product. The product is: [Br:1][C:2]1[CH:3]=[C:4]([C:5]2[N:12]=[C:13]3[CH:18]=[CH:17][CH:16]=[CH:15][N:14]3[CH:6]=2)[CH:9]=[CH:10][CH:11]=1. (6) Given the reactants [CH3:1][O:2][C:3]1[C:4](=[O:24])[C:5]([CH3:23])=[C:6]([CH2:12][C:13]2[CH:18]=[CH:17][C:16]([CH2:19][C:20]([OH:22])=O)=[CH:15][CH:14]=2)[C:7](=[O:11])[C:8]=1[O:9][CH3:10].[CH:25]([NH2:28])([CH3:27])[CH3:26], predict the reaction product. The product is: [CH3:1][O:2][C:3]1[C:4](=[O:24])[C:5]([CH3:23])=[C:6]([CH2:12][C:13]2[CH:18]=[CH:17][C:16]([CH2:19][C:20]([NH:28][CH:25]([CH3:27])[CH3:26])=[O:22])=[CH:15][CH:14]=2)[C:7](=[O:11])[C:8]=1[O:9][CH3:10]. (7) Given the reactants Cl[C:2]1[N:3]=[C:4]2[C:9](=[CH:10][CH:11]=1)[N:8]=[CH:7][C:6]1[CH:12]=[CH:13][C:14](=[O:27])[N:15]([C:16]3[CH:21]=[CH:20][C:19]([C:22]([CH3:26])([CH3:25])[C:23]#[N:24])=[CH:18][CH:17]=3)[C:5]2=1.[N:28]1[C:37]2[C:32](=[CH:33][CH:34]=[CH:35][CH:36]=2)[CH:31]=[C:30](OB(O)O)[CH:29]=1.C(=O)([O-])[O-].[Na+].[Na+], predict the reaction product. The product is: [CH3:26][C:22]([C:19]1[CH:18]=[CH:17][C:16]([N:15]2[C:5]3[C:4]4[C:9](=[CH:10][CH:11]=[C:2]([C:30]5[CH:29]=[N:28][C:37]6[C:32]([CH:31]=5)=[CH:33][CH:34]=[CH:35][CH:36]=6)[N:3]=4)[N:8]=[CH:7][C:6]=3[CH:12]=[CH:13][C:14]2=[O:27])=[CH:21][CH:20]=1)([CH3:25])[C:23]#[N:24]. (8) Given the reactants [NH2:1][C:2]1[N:3]=[C:4]2[CH:9]=[CH:8][C:7]([O:10][C:11]3[CH:12]=[C:13]([NH:17][C:18]([C:20]4[CH:25]=[CH:24][CH:23]=[C:22]([CH3:26])[N:21]=4)=[O:19])[CH:14]=[CH:15][CH:16]=3)=[CH:6][N:5]2[CH:27]=1.[CH3:28][O:29][CH2:30][C:31](Cl)=[O:32].CO.C(=O)([O-])[O-].[Na+].[Na+], predict the reaction product. The product is: [CH3:28][O:29][CH2:30][C:31]([NH:1][C:2]1[N:3]=[C:4]2[CH:9]=[CH:8][C:7]([O:10][C:11]3[CH:12]=[C:13]([NH:17][C:18]([C:20]4[CH:25]=[CH:24][CH:23]=[C:22]([CH3:26])[N:21]=4)=[O:19])[CH:14]=[CH:15][CH:16]=3)=[CH:6][N:5]2[CH:27]=1)=[O:32].